This data is from Full USPTO retrosynthesis dataset with 1.9M reactions from patents (1976-2016). The task is: Predict the reactants needed to synthesize the given product. (1) The reactants are: [Br:1][C:2]1[C:3]([CH3:19])=[C:4]([N:8]2[C:16](=[O:17])[CH:15]3[CH:10]([CH2:11][CH2:12][CH2:13][CH2:14]3)[C:9]2=[O:18])[CH:5]=[CH:6][CH:7]=1.[BH4-].[Na+]. Given the product [Br:1][C:2]1[C:3]([CH3:19])=[C:4]([N:8]2[CH:16]([OH:17])[CH:15]3[CH:10]([CH2:11][CH2:12][CH2:13][CH2:14]3)[C:9]2=[O:18])[CH:5]=[CH:6][CH:7]=1, predict the reactants needed to synthesize it. (2) Given the product [CH3:1][C:2]1[CH:25]=[CH:24][C:23]([CH3:26])=[CH:22][C:3]=1[CH2:4][N:5]1[C:9]2[CH:10]=[CH:11][CH:12]=[CH:13][C:8]=2[N:7]=[C:6]1[S:14]([C:16]1[CH:21]=[CH:20][CH:19]=[CH:18][CH:17]=1)(=[O:35])=[O:15], predict the reactants needed to synthesize it. The reactants are: [CH3:1][C:2]1[CH:25]=[CH:24][C:23]([CH3:26])=[CH:22][C:3]=1[CH2:4][N:5]1[C:9]2[CH:10]=[CH:11][CH:12]=[CH:13][C:8]=2[N:7]=[C:6]1[S:14]([C:16]1[CH:21]=[CH:20][CH:19]=[CH:18][CH:17]=1)=[O:15].C1C=C(Cl)C=C(C(OO)=[O:35])C=1. (3) Given the product [CH2:8]([NH:17][C:2]1[CH:7]=[CH:6][CH:5]=[CH:4][N:3]=1)[CH2:9][CH2:10][CH2:11][CH2:12][CH2:13][CH2:14][CH2:15][CH3:16], predict the reactants needed to synthesize it. The reactants are: Br[C:2]1[CH:7]=[CH:6][CH:5]=[CH:4][N:3]=1.[CH2:8]([NH2:17])[CH2:9][CH2:10][CH2:11][CH2:12][CH2:13][CH2:14][CH2:15][CH3:16].C1(P(C2C=CC=CC=2)C2C=CC3C(=CC=CC=3)C=2C2C3C(=CC=CC=3)C=CC=2P(C2C=CC=CC=2)C2C=CC=CC=2)C=CC=CC=1.CC(C)([O-])C.[Na+]. (4) The reactants are: [F:1][C:2]1[CH:29]=[CH:28][C:5]([CH2:6][N:7]2[C:11]3[CH:12]=[N:13][C:14]4[C:15](=[O:27])[N:16]([O:20][CH:21]5[CH2:26][CH2:25][CH2:24][CH2:23][O:22]5)[CH2:17][CH2:18][C:19]=4[C:10]=3[CH:9]=[CH:8]2)=[CH:4][CH:3]=1. Given the product [CH3:6][N:7]([CH2:11][C:9]1[C:10]2[C:19]3[CH2:18][CH2:17][N:16]([O:20][CH:21]4[CH2:26][CH2:25][CH2:24][CH2:23][O:22]4)[C:15](=[O:27])[C:14]=3[N:13]=[CH:12][C:11]=2[N:7]([CH2:6][C:5]2[CH:28]=[CH:29][C:2]([F:1])=[CH:3][CH:4]=2)[CH:8]=1)[CH3:8], predict the reactants needed to synthesize it. (5) Given the product [C:13]1([S:19]([N:8]2[C:5]3=[N:6][CH:7]=[C:2]([Br:1])[CH:3]=[C:4]3[CH2:10][CH2:9]2)(=[O:21])=[O:20])[CH:18]=[CH:17][CH:16]=[CH:15][CH:14]=1, predict the reactants needed to synthesize it. The reactants are: [Br:1][C:2]1[CH:3]=[C:4]2[CH2:10][CH2:9][NH:8][C:5]2=[N:6][CH:7]=1.[H-].[Na+].[C:13]1([S:19](Cl)(=[O:21])=[O:20])[CH:18]=[CH:17][CH:16]=[CH:15][CH:14]=1.